The task is: Predict the reactants needed to synthesize the given product.. This data is from Full USPTO retrosynthesis dataset with 1.9M reactions from patents (1976-2016). (1) Given the product [O:63]=[C:61]1[CH2:62][N:58]([C:22]([C:11]2[CH:12]=[C:13]([C:14]3[CH:15]=[C:16]([C:20]#[N:21])[CH:17]=[CH:18][CH:19]=3)[N:9]([C:5]3[CH:4]=[C:3]([C:1]#[N:2])[CH:8]=[CH:7][CH:6]=3)[N:10]=2)=[O:24])[CH2:59][NH:60]1, predict the reactants needed to synthesize it. The reactants are: [C:1]([C:3]1[CH:4]=[C:5]([N:9]2[C:13]([C:14]3[CH:19]=[CH:18][CH:17]=[C:16]([C:20]#[N:21])[CH:15]=3)=[CH:12][C:11]([C:22]([OH:24])=O)=[N:10]2)[CH:6]=[CH:7][CH:8]=1)#[N:2].C(N(CC)C(C)C)(C)C.ClC1C=C(N2C(C3C=CC=C(OCCO)C=3)=CC(C([N:58]3[CH2:62][C:61](=[O:63])[NH:60][CH2:59]3)=O)=N2)C=CC=1. (2) Given the product [O:1]1[CH2:6][CH2:5][CH:4]([C:7]2[CH:8]=[C:9]3[C:14](=[C:15]([O:17][CH2:18][O:19][CH2:20][CH2:21][Si:22]([CH3:25])([CH3:24])[CH3:23])[CH:16]=2)[N:13]=[CH:12][N:11]([CH2:26][O:27][CH2:28][CH2:29][Si:30]([CH3:33])([CH3:32])[CH3:31])[C:10]3=[O:34])[CH2:3][CH2:2]1, predict the reactants needed to synthesize it. The reactants are: [O:1]1[CH2:6][CH2:5][CH:4]([C:7]2[CH:8]=[C:9]3[C:14](=[C:15]([O:17][CH2:18][O:19][CH2:20][CH2:21][Si:22]([CH3:25])([CH3:24])[CH3:23])[CH:16]=2)[NH:13][CH2:12][N:11]([CH2:26][O:27][CH2:28][CH2:29][Si:30]([CH3:33])([CH3:32])[CH3:31])[C:10]3=[O:34])[CH2:3][CH2:2]1.ClC1C(=O)C(C#N)=C(C#N)C(=O)C=1Cl. (3) The reactants are: [CH3:1][O:2][C:3]1[CH:4]=[C:5]([CH:8]=[C:9]([O:13][CH3:14])[C:10]=1[O:11][CH3:12])[CH:6]=O.C(O)(=O)[CH2:16][C:17]([OH:19])=[O:18].N1CCCCC1.Cl. Given the product [CH3:1][O:2][C:3]1[CH:4]=[C:5]([CH:8]=[C:9]([O:13][CH3:14])[C:10]=1[O:11][CH3:12])[CH:6]=[CH:16][C:17]([OH:19])=[O:18], predict the reactants needed to synthesize it.